Predict the product of the given reaction. From a dataset of Forward reaction prediction with 1.9M reactions from USPTO patents (1976-2016). (1) Given the reactants [CH3:1][C:2]1[N:3]=[C:4]2[CH2:10][C:9]3[CH:11]=[CH:12][C:13]([O:15][CH3:16])=[CH:14][C:8]=3[C:7]([C:17]3[CH:22]=[CH:21][C:20]([N+:23]([O-])=O)=[CH:19][CH:18]=3)=[N:6][N:5]2[C:26]=1[CH3:27], predict the reaction product. The product is: [NH2:23][C:20]1[CH:21]=[CH:22][C:17]([C:7]2[C:8]3[CH:14]=[C:13]([O:15][CH3:16])[CH:12]=[CH:11][C:9]=3[CH2:10][C:4]3=[N:3][C:2]([CH3:1])=[C:26]([CH3:27])[N:5]3[N:6]=2)=[CH:18][CH:19]=1. (2) Given the reactants Br[C:2]1[CH:7]=[CH:6][CH:5]=[CH:4][N:3]=1.[NH2:8][C@H:9]1[C:18]2[C:13](=[CH:14][CH:15]=[C:16]([C:19]3[CH2:20][CH2:21][O:22][CH2:23][CH:24]=3)[CH:17]=2)[N:12]([C:25](=[O:27])[CH3:26])[C@@H:11]([CH:28]2[CH2:30][CH2:29]2)[C@@H:10]1[CH3:31].CN(C1C(C2C(P(C3CCCCC3)C3CCCCC3)=CC=CC=2)=CC=CC=1)C.CC(C)([O-])C.[Na+], predict the reaction product. The product is: [CH:28]1([C@H:11]2[C@H:10]([CH3:31])[C@@H:9]([NH:8][C:2]3[CH:7]=[CH:6][CH:5]=[CH:4][N:3]=3)[C:18]3[C:13](=[CH:14][CH:15]=[C:16]([C:19]4[CH2:20][CH2:21][O:22][CH2:23][CH:24]=4)[CH:17]=3)[N:12]2[C:25](=[O:27])[CH3:26])[CH2:30][CH2:29]1. (3) Given the reactants [NH2:1][C:2]1[S:3][CH:4]=[C:5]([CH2:7][C:8]([O:10][CH2:11][CH3:12])=[O:9])[N:6]=1.[CH3:13][C:14]1[CH:19]=[CH:18][C:17]([S:20](Cl)(=[O:22])=[O:21])=[CH:16][CH:15]=1, predict the reaction product. The product is: [CH3:13][C:14]1[CH:19]=[CH:18][C:17]([S:20]([NH:1][C:2]2[S:3][CH:4]=[C:5]([CH2:7][C:8]([O:10][CH2:11][CH3:12])=[O:9])[N:6]=2)(=[O:22])=[O:21])=[CH:16][CH:15]=1. (4) Given the reactants [Br:1][C:2]1[CH:11]=[C:10]2[C:5]([CH:6]=[CH:7][N:8]=[C:9]2Cl)=[CH:4][CH:3]=1.[NH:13]1[CH2:18][CH2:17][NH:16][CH2:15][C:14]1=[O:19].C(N(CC)C(C)C)(C)C, predict the reaction product. The product is: [Br:1][C:2]1[CH:11]=[C:10]2[C:5]([CH:6]=[CH:7][N:8]=[C:9]2[N:16]2[CH2:17][CH2:18][NH:13][C:14](=[O:19])[CH2:15]2)=[CH:4][CH:3]=1. (5) Given the reactants [F:1][C:2]1[CH:7]=[CH:6][CH:5]=[CH:4][C:3]=1[N:8]1[C:12]([C:13]2[CH:18]=[CH:17][CH:16]=[CH:15][C:14]=2[C:19]2[CH:24]=[CH:23][CH:22]=[CH:21][C:20]=2[OH:25])=[N:11][N:10]=[N:9]1.[F:26][C:27]([F:39])([F:38])OC1C=CC=CC=1B(O)O, predict the reaction product. The product is: [F:1][C:2]1[CH:7]=[CH:6][CH:5]=[CH:4][C:3]=1[N:8]1[C:12]([C:13]2[CH:18]=[CH:17][CH:16]=[CH:15][C:14]=2[C:19]2[CH:24]=[CH:23][CH:22]=[CH:21][C:20]=2[O:25][C:27]([F:39])([F:38])[F:26])=[N:11][N:10]=[N:9]1. (6) Given the reactants [N:1]1([CH2:7][CH2:8][CH2:9][O:10][C:11]2[CH:16]=[CH:15][C:14]([CH2:17][C:18]([OH:20])=O)=[CH:13][CH:12]=2)[CH2:6][CH2:5][CH2:4][CH2:3][CH2:2]1.C(N(CC)CC)C.[NH2:28][C:29]1[S:30][CH:31]=[C:32]([CH3:37])[C:33]=1[C:34]([NH2:36])=[O:35].CCN=C=NCCCN(C)C, predict the reaction product. The product is: [CH3:37][C:32]1[C:33]([C:34]([NH2:36])=[O:35])=[C:29]([NH:28][C:18](=[O:20])[CH2:17][C:14]2[CH:13]=[CH:12][C:11]([O:10][CH2:9][CH2:8][CH2:7][N:1]3[CH2:2][CH2:3][CH2:4][CH2:5][CH2:6]3)=[CH:16][CH:15]=2)[S:30][CH:31]=1. (7) Given the reactants F[P-](F)(F)(F)(F)F.N1(O[P+](N(C)C)(N(C)C)N(C)C)C2C=CC=CC=2N=N1.[CH:28]1([CH2:34][C@H:35]([N:39]2[CH2:47][C:46]3[C:41](=[C:42]([F:48])[CH:43]=[CH:44][CH:45]=3)[C:40]2=[O:49])[C:36]([OH:38])=O)[CH2:33][CH2:32][CH2:31][CH2:30][CH2:29]1.NC1C=NC=CN=1.[CH:57]1([CH2:63][C@H:64]([N:73]2[CH2:81][C:80]3[C:75](=[CH:76][CH:77]=[CH:78][CH:79]=3)[C:74]2=[O:82])[C:65]([NH:67][C:68]2[S:69][CH:70]=[CH:71][N:72]=2)=[O:66])[CH2:62][CH2:61][CH2:60][CH2:59][CH2:58]1, predict the reaction product. The product is: [CH:57]1([CH2:63][C@H:64]([N:73]2[CH2:81][C:80]3[C:75](=[CH:76][CH:77]=[CH:78][C:79]=3[F:48])[C:74]2=[O:82])[C:65]([NH:67][C:68]2[S:69][CH:70]=[CH:71][N:72]=2)=[O:66])[CH2:62][CH2:61][CH2:60][CH2:59][CH2:58]1.[CH:28]1([CH2:34][C@H:35]([N:39]2[CH2:47][C:46]3[C:41](=[C:42]([F:48])[CH:43]=[CH:44][CH:45]=3)[C:40]2=[O:49])[C:36]([NH:67][C:68]2[S:69][CH:70]=[CH:71][N:72]=2)=[O:38])[CH2:29][CH2:30][CH2:31][CH2:32][CH2:33]1. (8) Given the reactants [F:1][C:2]([F:26])([F:25])[C:3]1[CH:4]=[C:5]([CH:18]=[C:19]([C:21]([F:24])([F:23])[F:22])[CH:20]=1)[C:6]([NH:8][C:9]1[CH:10]=[C:11]([CH:15]=[CH:16][CH:17]=1)[C:12]([OH:14])=O)=[O:7].[Cl:27][C:28]1[CH:34]=[CH:33][C:31]([NH2:32])=[CH:30][CH:29]=1.O.ON1C2C=CC=CC=2N=N1.Cl.CN(C)CCCN=C=NCC.C(N(CC)C(C)C)(C)C, predict the reaction product. The product is: [Cl:27][C:28]1[CH:34]=[CH:33][C:31]([NH:32][C:12]([C:11]2[CH:10]=[C:9]([NH:8][C:6](=[O:7])[C:5]3[CH:18]=[C:19]([C:21]([F:22])([F:24])[F:23])[CH:20]=[C:3]([C:2]([F:26])([F:1])[F:25])[CH:4]=3)[CH:17]=[CH:16][CH:15]=2)=[O:14])=[CH:30][CH:29]=1. (9) Given the reactants [C:1]([N:4]1[CH2:9][CH2:8][N:7]([C:10]2[CH:17]=[CH:16][C:13]([CH:14]=O)=[CH:12][CH:11]=2)[CH2:6][CH:5]1[CH3:18])(=[O:3])[CH3:2].[NH2:19][C:20]1[CH:28]=[C:27]([O:29][CH3:30])[CH:26]=[C:25]([O:31][CH3:32])[C:21]=1[C:22]([NH2:24])=[O:23].OS([O-])=O.[Na+].CC1C=CC(S(O)(=O)=O)=CC=1, predict the reaction product. The product is: [C:1]([N:4]1[CH2:9][CH2:8][N:7]([C:10]2[CH:17]=[CH:16][C:13]([C:14]3[NH:24][C:22](=[O:23])[C:21]4[C:20](=[CH:28][C:27]([O:29][CH3:30])=[CH:26][C:25]=4[O:31][CH3:32])[N:19]=3)=[CH:12][CH:11]=2)[CH2:6][CH:5]1[CH3:18])(=[O:3])[CH3:2]. (10) Given the reactants [NH:1]1[C:9]2[C:4](=[CH:5][CH:6]=[CH:7][CH:8]=2)[C:3]([CH:10]=O)=[N:2]1.[N:12]1([C:18]2[CH:19]=[CH:20][C:21]3[N:22]([C:24]([C:27]([F:30])([F:29])[F:28])=[N:25][N:26]=3)[N:23]=2)[CH2:17][CH2:16][NH:15][CH2:14][CH2:13]1.C(O)(=O)C, predict the reaction product. The product is: [NH:1]1[C:9]2[C:4](=[CH:5][CH:6]=[CH:7][CH:8]=2)[C:3]([CH2:10][N:15]2[CH2:14][CH2:13][N:12]([C:18]3[CH:19]=[CH:20][C:21]4[N:22]([C:24]([C:27]([F:28])([F:29])[F:30])=[N:25][N:26]=4)[N:23]=3)[CH2:17][CH2:16]2)=[N:2]1.